This data is from Peptide-MHC class I binding affinity with 185,985 pairs from IEDB/IMGT. The task is: Regression. Given a peptide amino acid sequence and an MHC pseudo amino acid sequence, predict their binding affinity value. This is MHC class I binding data. (1) The peptide sequence is AILQSSMTR. The MHC is HLA-A33:01 with pseudo-sequence HLA-A33:01. The binding affinity (normalized) is 0.149. (2) The peptide sequence is ASSRITKGR. The MHC is HLA-A03:01 with pseudo-sequence HLA-A03:01. The binding affinity (normalized) is 0.140.